Dataset: Full USPTO retrosynthesis dataset with 1.9M reactions from patents (1976-2016). Task: Predict the reactants needed to synthesize the given product. (1) Given the product [Cl:1][C:2]1[CH:3]=[C:4]([C:5]([NH:27][C@@H:28]([CH3:31])[CH2:29][OH:30])=[O:7])[CH:8]=[CH:9][C:10]=1[C:11]([NH:12][C:13]1[CH:18]=[CH:17][C:16]([Cl:19])=[C:15]([C:20]2[CH:25]=[CH:24][CH:23]=[CH:22][N:21]=2)[CH:14]=1)=[O:26], predict the reactants needed to synthesize it. The reactants are: [Cl:1][C:2]1[CH:3]=[C:4]([CH:8]=[CH:9][C:10]=1[C:11](=[O:26])[NH:12][C:13]1[CH:18]=[CH:17][C:16]([Cl:19])=[C:15]([C:20]2[CH:25]=[CH:24][CH:23]=[CH:22][N:21]=2)[CH:14]=1)[C:5]([OH:7])=O.[NH2:27][C@@H:28]([CH3:31])[CH2:29][OH:30]. (2) Given the product [CH2:1]([O:3][C:4](=[O:22])[CH:5]=[CH:6][C:7]1[CH:12]=[CH:11][CH:10]=[C:9]([NH:13][C:14]([C:16]2[O:17][C:18]([C:28]3[CH:27]=[CH:26][CH:25]=[C:24]([F:23])[CH:29]=3)=[CH:19][CH:20]=2)=[O:15])[CH:8]=1)[CH3:2], predict the reactants needed to synthesize it. The reactants are: [CH2:1]([O:3][C:4](=[O:22])[CH:5]=[CH:6][C:7]1[CH:12]=[CH:11][CH:10]=[C:9]([NH:13][C:14]([C:16]2[O:17][C:18](Br)=[CH:19][CH:20]=2)=[O:15])[CH:8]=1)[CH3:2].[F:23][C:24]1[CH:25]=[C:26](B(O)O)[CH:27]=[CH:28][CH:29]=1. (3) Given the product [CH3:16][N:17]([CH3:19])[CH:18]=[CH:1][C:2]([C:4]1[CH:9]=[CH:8][C:7]([O:10][CH3:11])=[CH:6][C:5]=1[O:12][CH3:13])=[O:3], predict the reactants needed to synthesize it. The reactants are: [CH3:1][C:2]([C:4]1[CH:9]=[CH:8][C:7]([O:10][CH3:11])=[CH:6][C:5]=1[O:12][CH3:13])=[O:3].CO[CH:16](OC)[N:17]([CH3:19])[CH3:18]. (4) Given the product [Cl:19][C:16]1[CH:17]=[CH:18][C:9]([NH:8][C:6](=[O:7])[CH2:5][CH2:4][CH2:3][NH:2][C:28]([C:27]2[CH:31]=[CH:32][CH:33]=[C:25]([C:22]3[CH:23]=[CH:24][O:20][CH:21]=3)[CH:26]=2)=[O:29])=[C:10]([CH:15]=1)[C:11]([O:13][CH3:14])=[O:12], predict the reactants needed to synthesize it. The reactants are: Cl.[NH2:2][CH2:3][CH2:4][CH2:5][C:6]([NH:8][C:9]1[CH:18]=[CH:17][C:16]([Cl:19])=[CH:15][C:10]=1[C:11]([O:13][CH3:14])=[O:12])=[O:7].[O:20]1[CH:24]=[CH:23][C:22]([C:25]2[CH:26]=[C:27]([CH:31]=[CH:32][CH:33]=2)[C:28](O)=[O:29])=[CH:21]1.Cl.C(N=C=NCCCN(C)C)C.ON1C2C=CC=CC=2N=N1. (5) Given the product [C:50]([C@@H:40]([NH:41][C:42]([O:44][CH:45]1[CH2:46][CH2:47][CH2:48][CH2:49]1)=[O:43])[CH2:39][CH2:38][CH2:37][CH2:36][CH2:35][CH2:34][CH2:33][NH:32][C:27]1[CH:28]=[CH:29][CH:30]=[CH:31][C:26]=1[S:23]([NH:22][C:20]([C@@:15]1([NH:14][C:13]([C@H:12]2[NH:8][CH2:9][C@H:10]([O:54][C:55]([N:57]3[CH2:65][C:64]4[C:59](=[CH:60][CH:61]=[CH:62][C:63]=4[F:66])[CH2:58]3)=[O:56])[CH2:11]2)=[O:53])[CH2:17][C@H:16]1[CH:18]=[CH2:19])=[O:21])(=[O:24])=[O:25])([OH:52])=[O:51], predict the reactants needed to synthesize it. The reactants are: C(OC([N:8]1[C@H:12]([C:13](=[O:53])[NH:14][C@:15]2([C:20]([NH:22][S:23]([C:26]3[CH:31]=[CH:30][CH:29]=[CH:28][C:27]=3[NH:32][CH2:33][CH2:34][CH2:35][CH2:36][CH2:37][CH2:38][CH2:39][C@@H:40]([C:50]([OH:52])=[O:51])[NH:41][C:42]([O:44][CH:45]3[CH2:49][CH2:48][CH2:47][CH2:46]3)=[O:43])(=[O:25])=[O:24])=[O:21])[CH2:17][C@H:16]2[CH:18]=[CH2:19])[CH2:11][C@@H:10]([O:54][C:55]([N:57]2[CH2:65][C:64]3[C:59](=[CH:60][CH:61]=[CH:62][C:63]=3[F:66])[CH2:58]2)=[O:56])[CH2:9]1)=O)(C)(C)C.C(O)(C(F)(F)F)=O. (6) Given the product [CH2:1]([O:8][C:9]1[CH:10]=[CH:11][C:12]2[C:13]3[S:22][C:21]([CH2:23][CH3:24])=[N:20][C:14]=3[C:15]([NH2:29])=[N:16][C:17]=2[CH:18]=1)[C:2]1[CH:7]=[CH:6][CH:5]=[CH:4][CH:3]=1, predict the reactants needed to synthesize it. The reactants are: [CH2:1]([O:8][C:9]1[CH:10]=[CH:11][C:12]2[C:13]3[S:22][C:21]([CH2:23][CH3:24])=[N:20][C:14]=3[CH:15]=[N+:16]([O-])[C:17]=2[CH:18]=1)[C:2]1[CH:7]=[CH:6][CH:5]=[CH:4][CH:3]=1.ClC(Cl)(Cl)C([N:29]=C=O)=O. (7) Given the product [Cl:10][C:6]1[C:3]([C:4]#[N:5])=[C:2]([N:1]2[CH:13]=[CH:17][CH:16]=[CH:15]2)[CH:9]=[CH:8][CH:7]=1, predict the reactants needed to synthesize it. The reactants are: [NH2:1][C:2]1[CH:9]=[CH:8][CH:7]=[C:6]([Cl:10])[C:3]=1[C:4]#[N:5].CO[CH:13]1[CH2:17][CH2:16][CH:15](OC)O1.Cl.ClC1C=CN=CC=1.ClCCl.